Dataset: Reaction yield outcomes from USPTO patents with 853,638 reactions. Task: Predict the reaction yield, written as a fraction of the theoretical maximum amount of product (1.0 means a 100% yield; for example, 0.34 means a 34% yield). (1) The reactants are [CH3:1][O:2][C:3](=[O:33])[C@H:4]([CH2:13][C:14]1[CH:19]=[CH:18][C:17]([N:20]2[C:28](=[O:29])[C:27]3[C:22](=[CH:23][CH:24]=[C:25]([C:30]#[N:31])[CH:26]=3)[C:21]2=[O:32])=[CH:16][CH:15]=1)[NH:5]C(OC(C)(C)C)=O.[F:34][C:35]([F:40])([F:39])[C:36]([OH:38])=[O:37]. The catalyst is ClCCl. The product is [OH:38][C:36]([C:35]([F:40])([F:39])[F:34])=[O:37].[CH3:1][O:2][C:3](=[O:33])[C@H:4]([CH2:13][C:14]1[CH:15]=[CH:16][C:17]([N:20]2[C:28](=[O:29])[C:27]3[C:22](=[CH:23][CH:24]=[C:25]([C:30]#[N:31])[CH:26]=3)[C:21]2=[O:32])=[CH:18][CH:19]=1)[NH2:5]. The yield is 1.00. (2) The reactants are C1CCN2C(=NCCC2)CC1.[Br:12][C:13]1[CH:14]=[C:15]([C:19]([C:21]2[CH:26]=[C:25]([CH3:27])[C:24]([Cl:28])=[CH:23][C:22]=2[OH:29])=O)[CH:16]=[CH:17][CH:18]=1.C([CH:32]([CH2:36][C:37](Cl)=[O:38])[C:33](Cl)=[O:34])C.[OH2:40]. The catalyst is C(#N)C. The product is [Br:12][C:13]1[CH:14]=[C:15]([C:19]2[C:21]3[C:22](=[CH:23][C:24]([Cl:28])=[C:25]([CH3:27])[CH:26]=3)[O:29][C:37](=[O:38])[C:36]=2[CH2:32][C:33]([OH:34])=[O:40])[CH:16]=[CH:17][CH:18]=1. The yield is 0.710. (3) The product is [CH3:20][C:15]1([CH3:21])[C:16]([CH3:19])([CH3:18])[O:17][B:13]([C:2]2[CH:7]=[CH:6][C:5]([C:8]3([OH:12])[CH2:11][O:10][CH2:9]3)=[CH:4][CH:3]=2)[O:14]1. The catalyst is CN(C=O)C. The yield is 0.660. The reactants are Br[C:2]1[CH:7]=[CH:6][C:5]([C:8]2([OH:12])[CH2:11][O:10][CH2:9]2)=[CH:4][CH:3]=1.[B:13]1([B:13]2[O:17][C:16]([CH3:19])([CH3:18])[C:15]([CH3:21])([CH3:20])[O:14]2)[O:17][C:16]([CH3:19])([CH3:18])[C:15]([CH3:21])([CH3:20])[O:14]1.CC([O-])=O.[K+].